Dataset: Full USPTO retrosynthesis dataset with 1.9M reactions from patents (1976-2016). Task: Predict the reactants needed to synthesize the given product. Given the product [CH3:25][NH:26][C:27]([N:29]1[C:37]2[C:32](=[CH:33][C:34]([O:38][C:39]3[CH:44]=[CH:43][N:42]=[C:41]([NH:45][C:46]([N:48]4[CH2:53][CH2:52][CH:51]([N:1]5[CH2:6][CH2:5][O:4][CH2:3][CH2:2]5)[CH2:50][CH2:49]4)=[O:47])[CH:40]=3)=[CH:35][CH:36]=2)[CH:31]=[CH:30]1)=[O:28], predict the reactants needed to synthesize it. The reactants are: [NH:1]1[CH2:6][CH2:5][O:4][CH2:3][CH2:2]1.C(O[BH-](OC(=O)C)OC(=O)C)(=O)C.[Na+].C(O)(=O)C.[CH3:25][NH:26][C:27]([N:29]1[C:37]2[C:32](=[CH:33][C:34]([O:38][C:39]3[CH:44]=[CH:43][N:42]=[C:41]([NH:45][C:46]([N:48]4[CH2:53][CH2:52][C:51](=O)[CH2:50][CH2:49]4)=[O:47])[CH:40]=3)=[CH:35][CH:36]=2)[CH:31]=[CH:30]1)=[O:28].